From a dataset of NCI-60 drug combinations with 297,098 pairs across 59 cell lines. Regression. Given two drug SMILES strings and cell line genomic features, predict the synergy score measuring deviation from expected non-interaction effect. (1) Drug 1: CNC(=O)C1=CC=CC=C1SC2=CC3=C(C=C2)C(=NN3)C=CC4=CC=CC=N4. Drug 2: C1=NC2=C(N=C(N=C2N1C3C(C(C(O3)CO)O)O)F)N. Cell line: HCT-15. Synergy scores: CSS=3.07, Synergy_ZIP=-0.137, Synergy_Bliss=-0.573, Synergy_Loewe=-3.90, Synergy_HSA=-2.63. (2) Drug 1: C1=CC(=CC=C1C#N)C(C2=CC=C(C=C2)C#N)N3C=NC=N3. Drug 2: C1CNP(=O)(OC1)N(CCCl)CCCl. Cell line: 786-0. Synergy scores: CSS=3.27, Synergy_ZIP=-1.48, Synergy_Bliss=-0.815, Synergy_Loewe=1.68, Synergy_HSA=0.0800. (3) Drug 1: CCCCC(=O)OCC(=O)C1(CC(C2=C(C1)C(=C3C(=C2O)C(=O)C4=C(C3=O)C=CC=C4OC)O)OC5CC(C(C(O5)C)O)NC(=O)C(F)(F)F)O. Drug 2: C1=NNC2=C1C(=O)NC=N2. Cell line: MDA-MB-435. Synergy scores: CSS=50.5, Synergy_ZIP=13.2, Synergy_Bliss=4.20, Synergy_Loewe=-7.26, Synergy_HSA=3.36. (4) Drug 1: CC=C1C(=O)NC(C(=O)OC2CC(=O)NC(C(=O)NC(CSSCCC=C2)C(=O)N1)C(C)C)C(C)C. Drug 2: CCCCC(=O)OCC(=O)C1(CC(C2=C(C1)C(=C3C(=C2O)C(=O)C4=C(C3=O)C=CC=C4OC)O)OC5CC(C(C(O5)C)O)NC(=O)C(F)(F)F)O. Cell line: CAKI-1. Synergy scores: CSS=70.9, Synergy_ZIP=2.28, Synergy_Bliss=5.14, Synergy_Loewe=7.84, Synergy_HSA=9.23. (5) Drug 1: CNC(=O)C1=CC=CC=C1SC2=CC3=C(C=C2)C(=NN3)C=CC4=CC=CC=N4. Drug 2: CC12CCC3C(C1CCC2OP(=O)(O)O)CCC4=C3C=CC(=C4)OC(=O)N(CCCl)CCCl.[Na+]. Cell line: HOP-62. Synergy scores: CSS=-0.0255, Synergy_ZIP=2.18, Synergy_Bliss=5.28, Synergy_Loewe=1.92, Synergy_HSA=1.65. (6) Drug 1: C1CC(=O)NC(=O)C1N2CC3=C(C2=O)C=CC=C3N. Drug 2: C#CCC(CC1=CN=C2C(=N1)C(=NC(=N2)N)N)C3=CC=C(C=C3)C(=O)NC(CCC(=O)O)C(=O)O. Cell line: NCI-H522. Synergy scores: CSS=0.0985, Synergy_ZIP=-1.46, Synergy_Bliss=-3.25, Synergy_Loewe=-2.60, Synergy_HSA=-2.69. (7) Synergy scores: CSS=28.1, Synergy_ZIP=3.24, Synergy_Bliss=12.0, Synergy_Loewe=8.65, Synergy_HSA=8.36. Drug 1: CC1=C(C=C(C=C1)NC2=NC=CC(=N2)N(C)C3=CC4=NN(C(=C4C=C3)C)C)S(=O)(=O)N.Cl. Cell line: K-562. Drug 2: COCCOC1=C(C=C2C(=C1)C(=NC=N2)NC3=CC=CC(=C3)C#C)OCCOC.Cl.